Dataset: Forward reaction prediction with 1.9M reactions from USPTO patents (1976-2016). Task: Predict the product of the given reaction. (1) Given the reactants Br.[CH2:2]([NH:4][CH:5]([CH3:15])[CH2:6][C:7]1[CH:8]=[C:9]([OH:14])[C:10]([OH:13])=[CH:11][CH:12]=1)[CH3:3].[C:16](=[O:19])(O)[O-].[Na+].[C:21](O[C:29]([O:31][C:32]([CH3:35])([CH3:34])[CH3:33])=[O:30])(OC(C)(C)C)=O, predict the reaction product. The product is: [CH3:21][O:14][C:9]1[CH:8]=[C:7]([CH2:6][CH:5]([NH:4][CH2:2][CH3:3])[CH3:15])[CH:12]=[CH:11][C:10]=1[O:19][CH3:16].[C:32]([O:31][C:29](=[O:30])[N:4]([CH:5]([CH3:15])[CH2:6][C:7]1[CH:12]=[CH:11][C:10]([OH:13])=[C:9]([OH:14])[CH:8]=1)[CH2:2][CH3:3])([CH3:33])([CH3:34])[CH3:35]. (2) Given the reactants Cl.O1CCOCC1.[Cl:8][C:9]1[CH:29]=[CH:28][C:12]([CH2:13][C:14]2([OH:27])[CH2:19][CH2:18][N:17](C(OC(C)(C)C)=O)[CH2:16][CH2:15]2)=[C:11]([O:30][CH3:31])[CH:10]=1, predict the reaction product. The product is: [ClH:8].[Cl:8][C:9]1[CH:29]=[CH:28][C:12]([CH2:13][C:14]2([OH:27])[CH2:15][CH2:16][NH:17][CH2:18][CH2:19]2)=[C:11]([O:30][CH3:31])[CH:10]=1.